Dataset: Human liver microsome stability data. Task: Regression/Classification. Given a drug SMILES string, predict its absorption, distribution, metabolism, or excretion properties. Task type varies by dataset: regression for continuous measurements (e.g., permeability, clearance, half-life) or binary classification for categorical outcomes (e.g., BBB penetration, CYP inhibition). Dataset: hlm. (1) The molecule is COc1ccc2[nH]c(C(=O)N3CC(=O)N(Cc4ccccc4C)[C@@H](Cc4ccccc4)C3)cc2c1. The result is 1 (stable in human liver microsomes). (2) The drug is CC(C)Oc1nc(-c2ccc(NC(=O)Nc3ccc(C(=O)N4CCN(C)CC4)cc3)cc2)nc(N2CCOCC2)n1. The result is 0 (unstable in human liver microsomes). (3) The result is 0 (unstable in human liver microsomes). The compound is Oc1c2ccc(Oc3ccc(OC(F)(F)F)cc3)cc2nc2cc(F)cc(F)c12. (4) The drug is CNCCNS(=O)(=O)c1ccc(NC2CCCCC2)c(NCc2ccccc2)c1. The result is 0 (unstable in human liver microsomes).